Predict the product of the given reaction. From a dataset of Forward reaction prediction with 1.9M reactions from USPTO patents (1976-2016). (1) Given the reactants [CH3:1][N:2]([CH2:10][C:11]([N:13]1[CH2:18][CH2:17][S:16][C:15]2[CH:19]=[CH:20][C:21]([N+:23]([O-:25])=[O:24])=[CH:22][C:14]1=2)=O)[C:3](=[O:9])[O:4][C:5]([CH3:8])([CH3:7])[CH3:6].B.O1CCCC1, predict the reaction product. The product is: [CH3:1][N:2]([CH2:10][CH2:11][N:13]1[CH2:18][CH2:17][S:16][C:15]2[CH:19]=[CH:20][C:21]([N+:23]([O-:25])=[O:24])=[CH:22][C:14]1=2)[C:3](=[O:9])[O:4][C:5]([CH3:8])([CH3:6])[CH3:7]. (2) Given the reactants [C:1]([O:4][C:5]1[C:10]([CH:11]([CH3:13])[CH3:12])=[CH:9][C:8]([OH:14])=[C:7]([CH:15](O)[CH:16]([CH2:19][CH3:20])[CH2:17][CH3:18])[C:6]=1[CH:22]([CH3:24])[CH3:23])(=[O:3])[CH3:2].O.C1(C)C=CC(S(O)(=O)=O)=CC=1.[OH-].[Na+], predict the reaction product. The product is: [C:1]([O:4][C:5]1[C:10]([CH:11]([CH3:13])[CH3:12])=[CH:9][C:8]2[O:14][C:16]([CH2:19][CH3:20])([CH2:17][CH3:18])[CH2:15][C:7]=2[C:6]=1[CH:22]([CH3:24])[CH3:23])(=[O:3])[CH3:2]. (3) Given the reactants [CH3:1][C:2]1([CH3:17])[C:14]2[C:13]3[CH:12]=[C:11]([CH3:15])[CH:10]=[CH:9][C:8]=3[NH:7][C:6]=2[CH2:5][CH2:4][N:3]1[CH3:16].[F:18][C:19]([F:29])([F:28])[C:20]1[CH:25]=[CH:24][C:23]([CH:26]=[CH2:27])=[CH:22][N:21]=1.[OH-].[K+], predict the reaction product. The product is: [F:29][C:19]([F:18])([F:28])[C:20]1[N:21]=[CH:22][C:23]([CH2:26][CH2:27][N:7]2[C:8]3[CH:9]=[CH:10][C:11]([CH3:15])=[CH:12][C:13]=3[C:14]3[C:2]([CH3:17])([CH3:1])[N:3]([CH3:16])[CH2:4][CH2:5][C:6]2=3)=[CH:24][CH:25]=1. (4) Given the reactants [CH:1]1([CH2:4][N:5]([CH2:15][CH2:16][CH3:17])[C:6]2[N:11]=[CH:10][N:9]=[C:8]([C:12]([OH:14])=O)[CH:7]=2)[CH2:3][CH2:2]1.C(N(C(C)C)CC)(C)C.ClC(OC)=O.[N:32]1([CH2:37][C:38]2[CH:39]=[C:40]([CH:42]=[CH:43][CH:44]=2)[NH2:41])[CH:36]=[CH:35][CH:34]=[N:33]1, predict the reaction product. The product is: [CH:1]1([CH2:4][N:5]([CH2:15][CH2:16][CH3:17])[C:6]2[N:11]=[CH:10][N:9]=[C:8]([C:12]([NH:41][C:40]3[CH:42]=[CH:43][CH:44]=[C:38]([CH2:37][N:32]4[CH:36]=[CH:35][CH:34]=[N:33]4)[CH:39]=3)=[O:14])[CH:7]=2)[CH2:2][CH2:3]1. (5) Given the reactants P([O-])([O-])([O-])=O.[K+].[K+].[K+].[Cl:9][C:10]1[CH:11]=[CH:12][CH:13]=[C:14]2[C:19]=1[N:18]=[CH:17][C:16](I)=[CH:15]2.C(O)CO.[F:25][C:26]1[CH:31]=[CH:30][C:29]([SH:32])=[CH:28][CH:27]=1, predict the reaction product. The product is: [Cl:9][C:10]1[CH:11]=[CH:12][CH:13]=[C:14]2[C:19]=1[N:18]=[CH:17][C:16]([S:32][C:29]1[CH:30]=[CH:31][C:26]([F:25])=[CH:27][CH:28]=1)=[CH:15]2. (6) Given the reactants Br[C:2]1[CH:7]=[CH:6][C:5]([CH:8]2[CH2:13][CH2:12][N:11]([C:14]([O:16][C:17]([CH3:20])([CH3:19])[CH3:18])=[O:15])[CH2:10][CH:9]2[OH:21])=[CH:4][CH:3]=1.[C:22]([O:26][CH2:27][CH3:28])(=[O:25])[CH:23]=[CH2:24].C([O-])(=O)C.[Na+], predict the reaction product. The product is: [CH2:27]([O:26][C:22]([CH:23]=[CH:24][C:2]1[CH:7]=[CH:6][C:5]([CH:8]2[CH2:13][CH2:12][N:11]([C:14]([O:16][C:17]([CH3:20])([CH3:19])[CH3:18])=[O:15])[CH2:10][CH:9]2[OH:21])=[CH:4][CH:3]=1)=[O:25])[CH3:28]. (7) Given the reactants [O:1]1[CH2:6][CH2:5][O:4][CH2:3][CH:2]1[CH:7]([NH:9]CC1C=CC(OC)=CC=1)[CH3:8], predict the reaction product. The product is: [O:1]1[CH2:6][CH2:5][O:4][CH2:3][CH:2]1[CH:7]([NH2:9])[CH3:8].